Dataset: Full USPTO retrosynthesis dataset with 1.9M reactions from patents (1976-2016). Task: Predict the reactants needed to synthesize the given product. (1) Given the product [CH:21]1([CH2:27][C:28]2([CH2:37][O:36][CH2:34][CH3:35])[CH2:33][CH2:32][O:31][C:29]2=[O:30])[CH2:22][CH2:23][CH2:24][CH2:25][CH2:26]1, predict the reactants needed to synthesize it. The reactants are: C([N-]C(C)C)(C)C.[Li+].C(NC(C)C)(C)C.C([Li])CCC.[CH:21]1([CH2:27][CH:28]2[CH2:33][CH2:32][O:31][C:29]2=[O:30])[CH2:26][CH2:25][CH2:24][CH2:23][CH2:22]1.[CH2:34]([O:36][CH2:37]Cl)[CH3:35]. (2) Given the product [CH2:21]([N:11]([S:12]([C:15]1[CH:16]=[CH:17][C:18]([CH3:21])=[CH:19][CH:20]=1)(=[O:14])=[O:13])[C@H:10]([C:9]([OH:8])=[O:41])[CH2:26][CH2:27][CH2:28][CH2:29][NH:30][C:31]([O:33][CH2:34][CH:53]1[C:52]2[CH:47]=[CH:48][CH:49]=[CH:50][C:51]=2[C:46]2[C:54]1=[CH:42][CH:43]=[CH:44][CH:45]=2)=[O:32])[C:18]1[CH:19]=[CH:20][CH:15]=[CH:16][CH:17]=1, predict the reactants needed to synthesize it. The reactants are: C([O:8][C:9](=[O:41])[C@H:10]([CH2:26][CH2:27][CH2:28][CH2:29][NH:30][C:31]([O:33][CH2:34]C1C=CC=CC=1)=[O:32])[N:11](CC1CC1)[S:12]([C:15]1[CH:20]=[CH:19][C:18]([CH3:21])=[CH:17][CH:16]=1)(=[O:14])=[O:13])C1C=CC=CC=1.[CH:42]1[C:54]2[CH:53](COC(ON3C(=O)CCC3=O)=O)[C:52]3[C:47](=[CH:48][CH:49]=[CH:50][CH:51]=3)[C:46]=2[CH:45]=[CH:44][CH:43]=1. (3) Given the product [O:7]=[C:6]1[C:5]2[C:4](=[CH:11][CH:10]=[CH:9][CH:8]=2)[C:3](=[O:12])[N:2]1[O:1][CH:14]1[CH2:19][CH2:18][N:17]([C:20]([NH:29][C:30](=[O:36])[O:31][C:32]([CH3:35])([CH3:34])[CH3:33])=[N:21][C:22](=[O:28])[O:23][C:24]([CH3:27])([CH3:26])[CH3:25])[CH2:16][CH2:15]1, predict the reactants needed to synthesize it. The reactants are: [OH:1][N:2]1[C:6](=[O:7])[C:5]2=[CH:8][CH:9]=[CH:10][CH:11]=[C:4]2[C:3]1=[O:12].O[CH:14]1[CH2:19][CH2:18][N:17]([C:20]([NH:29][C:30](=[O:36])[O:31][C:32]([CH3:35])([CH3:34])[CH3:33])=[N:21][C:22](=[O:28])[O:23][C:24]([CH3:27])([CH3:26])[CH3:25])[CH2:16][CH2:15]1.C1(P(C2C=CC=CC=2)C2C=CC=CC=2)C=CC=CC=1.N(C(OC(C)C)=O)=NC(OC(C)C)=O.